Dataset: Catalyst prediction with 721,799 reactions and 888 catalyst types from USPTO. Task: Predict which catalyst facilitates the given reaction. (1) Reactant: CCN(C(C)C)C(C)C.[Cl:10][C:11]1[CH:20]=[C:19]2[C:14]([C:15]([OH:30])=[C:16]([C:25](OCC)=[O:26])[C:17](=[O:24])[C:18]2([CH2:22][CH3:23])[CH3:21])=[CH:13][CH:12]=1.Cl.[C:32]([O:36][C:37](=[O:40])[CH2:38][NH2:39])([CH3:35])([CH3:34])[CH3:33]. Product: [Cl:10][C:11]1[CH:20]=[C:19]2[C:14]([C:15]([OH:30])=[C:16]([C:25]([NH:39][CH2:38][C:37]([O:36][C:32]([CH3:35])([CH3:34])[CH3:33])=[O:40])=[O:26])[C:17](=[O:24])[C:18]2([CH2:22][CH3:23])[CH3:21])=[CH:13][CH:12]=1. The catalyst class is: 12. (2) Reactant: [Br:1][C:2]1[CH:7]=[CH:6][C:5]([C:8](=[O:12])[CH:9]([CH3:11])[CH3:10])=[C:4]([OH:13])[CH:3]=1.C([O-])([O-])=O.[K+].[K+].[I-].[K+].Br[CH2:23][CH2:24][NH:25][C:26](=[O:32])[O:27][C:28]([CH3:31])([CH3:30])[CH3:29]. Product: [Br:1][C:2]1[CH:7]=[CH:6][C:5]([C:8](=[O:12])[CH:9]([CH3:10])[CH3:11])=[C:4]([CH:3]=1)[O:13][CH2:23][CH2:24][NH:25][C:26](=[O:32])[O:27][C:28]([CH3:31])([CH3:30])[CH3:29]. The catalyst class is: 3. (3) Reactant: [O:1]1[CH2:5][CH2:4][CH:3]([CH2:6][OH:7])[CH2:2]1.C(N(CC)CC)C.[CH3:15][S:16](Cl)(=[O:18])=[O:17]. Product: [CH3:15][S:16]([O:7][CH2:6][CH:3]1[CH2:4][CH2:5][O:1][CH2:2]1)(=[O:18])=[O:17]. The catalyst class is: 2. (4) Reactant: [F:1][C:2]1[CH:7]=[CH:6][C:5]([F:8])=[CH:4][C:3]=1[C@H:9]1[CH2:13][CH2:12][CH2:11][N:10]1[C:14]1[CH:15]=[CH:16][C:17]2[N:18]([C:20]([C:23]([O:25]CC)=[O:24])=[CH:21][N:22]=2)[CH:19]=1.[Li+].[OH-]. The catalyst class is: 8. Product: [F:1][C:2]1[CH:7]=[CH:6][C:5]([F:8])=[CH:4][C:3]=1[C@H:9]1[CH2:13][CH2:12][CH2:11][N:10]1[C:14]1[CH:15]=[CH:16][C:17]2[N:18]([C:20]([C:23]([OH:25])=[O:24])=[CH:21][N:22]=2)[CH:19]=1. (5) Reactant: [OH:1][B:2]1[C:6]2[CH:7]=[C:8]([NH:11][S:12]([C:15]3[N:20]=[CH:19][C:18]([NH:21]C(=O)OCC4C=CC=CC=4)=[CH:17][C:16]=3[NH:32][S:33]([CH3:36])(=[O:35])=[O:34])(=[O:14])=[O:13])[CH:9]=[CH:10][C:5]=2[CH2:4][O:3]1. Product: [NH2:21][C:18]1[CH:17]=[C:16]([NH:32][S:33]([CH3:36])(=[O:34])=[O:35])[C:15]([S:12]([NH:11][C:8]2[CH:9]=[CH:10][C:5]3[CH2:4][O:3][B:2]([OH:1])[C:6]=3[CH:7]=2)(=[O:14])=[O:13])=[N:20][CH:19]=1. The catalyst class is: 129. (6) Reactant: [CH2:1]([N:8]1[C@H:13]([CH2:14][CH3:15])[CH2:12][O:11][C:10]([CH2:17][CH2:18][OH:19])([CH3:16])[C:9]1=O)[C:2]1[CH:7]=[CH:6][CH:5]=[CH:4][CH:3]=1.C(O)C. Product: [CH2:1]([N:8]1[C@H:13]([CH2:14][CH3:15])[CH2:12][O:11][C:10]([CH2:17][CH2:18][OH:19])([CH3:16])[CH2:9]1)[C:2]1[CH:3]=[CH:4][CH:5]=[CH:6][CH:7]=1. The catalyst class is: 7. (7) Reactant: Cl[C:2]1[N:3]=[N:4][C:5]([CH2:10][C:11]2[CH:16]=[CH:15][N:14]=[CH:13][CH:12]=2)=[C:6]([CH3:9])[C:7]=1[CH3:8].[CH3:17][C:18]1[CH:24]=[CH:23][C:21]([NH2:22])=[CH:20][CH:19]=1. Product: [CH3:17][C:18]1[CH:24]=[CH:23][C:21]([NH:22][C:2]2[N:3]=[N:4][C:5]([CH2:10][C:11]3[CH:16]=[CH:15][N:14]=[CH:13][CH:12]=3)=[C:6]([CH3:9])[C:7]=2[CH3:8])=[CH:20][CH:19]=1. The catalyst class is: 61.